This data is from Forward reaction prediction with 1.9M reactions from USPTO patents (1976-2016). The task is: Predict the product of the given reaction. (1) Given the reactants [NH2:1][C:2]1[N:6]([C:7]2[CH:8]=[C:9]([CH:16]=[CH:17][C:18]=2[CH3:19])[C:10]([NH:12][CH:13]2[CH2:15][CH2:14]2)=[O:11])[N:5]=[CH:4][C:3]=1[C:20](=[O:32])[C:21]1[CH:26]=[CH:25][CH:24]=[C:23]([CH:27]2OCC[O:28]2)[CH:22]=1.C1(C)C=CC=CC=1.CCOC(C)=O, predict the reaction product. The product is: [NH2:1][C:2]1[N:6]([C:7]2[CH:8]=[C:9]([CH:16]=[CH:17][C:18]=2[CH3:19])[C:10]([NH:12][CH:13]2[CH2:15][CH2:14]2)=[O:11])[N:5]=[CH:4][C:3]=1[C:20](=[O:32])[C:21]1[CH:26]=[CH:25][CH:24]=[C:23]([CH:27]=[O:28])[CH:22]=1. (2) Given the reactants [CH3:1][N:2]([CH3:19])[CH2:3][C:4]([N:6]1[CH2:11][CH2:10][CH:9]([C:12]2[CH:17]=[CH:16][C:15]([NH2:18])=[CH:14][CH:13]=2)[CH2:8][CH2:7]1)=[O:5].[CH2:20]([O:22][C:23]([C:25]1[C:26](=[O:45])[C:27]2[CH:32]=[N:31][C:30](S(C)(=O)=O)=[N:29][C:28]=2[N:37]([CH:39]2[CH2:44][CH2:43][CH2:42][CH2:41][CH2:40]2)[CH:38]=1)=[O:24])[CH3:21], predict the reaction product. The product is: [CH2:20]([O:22][C:23]([C:25]1[C:26](=[O:45])[C:27]2[CH:32]=[N:31][C:30]([NH:18][C:15]3[CH:14]=[CH:13][C:12]([CH:9]4[CH2:8][CH2:7][N:6]([C:4](=[O:5])[CH2:3][N:2]([CH3:19])[CH3:1])[CH2:11][CH2:10]4)=[CH:17][CH:16]=3)=[N:29][C:28]=2[N:37]([CH:39]2[CH2:44][CH2:43][CH2:42][CH2:41][CH2:40]2)[CH:38]=1)=[O:24])[CH3:21]. (3) Given the reactants [C:1]([O:5][C:6]([N:8]1[CH2:13][CH2:12][N:11]([C:14]([C:16]2[C:24]3[C:19](=[CH:20][CH:21]=[CH:22][CH:23]=3)[N:18]([C:25]3[CH:29]=[CH:28][S:27][CH:26]=3)[C:17]=2Cl)=[O:15])[CH2:10][CH2:9]1)=[O:7])([CH3:4])([CH3:3])[CH3:2].[F:31][C:32]1[C:33]([CH3:39])=[C:34]([OH:38])[CH:35]=[CH:36][CH:37]=1, predict the reaction product. The product is: [C:1]([O:5][C:6]([N:8]1[CH2:13][CH2:12][N:11]([C:14]([C:16]2[C:24]3[C:19](=[CH:20][CH:21]=[CH:22][CH:23]=3)[N:18]([C:25]3[CH:29]=[CH:28][S:27][CH:26]=3)[C:17]=2[O:38][C:34]2[CH:35]=[CH:36][CH:37]=[C:32]([F:31])[C:33]=2[CH3:39])=[O:15])[CH2:10][CH2:9]1)=[O:7])([CH3:4])([CH3:3])[CH3:2]. (4) Given the reactants [Cl:1][C:2]1[CH:3]=[C:4]2[C:8](=[CH:9][CH:10]=1)[NH:7][C:6]([C:11](=[O:18])[CH2:12][CH2:13][CH2:14][CH2:15][CH2:16][CH3:17])=[CH:5]2.[CH3:19][Si]([N-][Si](C)(C)C)(C)C.[K+].[Br:29][C:30]1[CH:31]=[C:32]([CH:37]=[CH:38][C:39]=1[CH2:40]Br)[C:33]([O:35][CH3:36])=[O:34], predict the reaction product. The product is: [Br:29][C:30]1[CH:31]=[C:32]([CH:37]=[CH:38][C:39]=1[CH2:40][CH:12]([C:11]([C:6]1[N:7]([CH3:19])[C:8]2[C:4]([CH:5]=1)=[CH:3][C:2]([Cl:1])=[CH:10][CH:9]=2)=[O:18])[CH2:13][CH2:14][CH2:15][CH2:16][CH3:17])[C:33]([O:35][CH3:36])=[O:34].